Dataset: Full USPTO retrosynthesis dataset with 1.9M reactions from patents (1976-2016). Task: Predict the reactants needed to synthesize the given product. (1) The reactants are: [Br:1][C:2]1[CH:3]=[CH:4][C:5]([O:9][CH3:10])=[C:6]([OH:8])[CH:7]=1.[CH2:11](Br)[C:12]1[CH:17]=[CH:16][CH:15]=[CH:14][CH:13]=1.C([O-])([O-])=O.[K+].[K+]. Given the product [CH2:11]([O:8][C:6]1[CH:7]=[C:2]([Br:1])[CH:3]=[CH:4][C:5]=1[O:9][CH3:10])[C:12]1[CH:17]=[CH:16][CH:15]=[CH:14][CH:13]=1, predict the reactants needed to synthesize it. (2) Given the product [Cl:1][C:2]1[CH:3]=[C:4]2[C:12](=[C:13]([NH2:16])[C:14]=1[F:15])[NH:11][C:10]1[CH:9]=[N:8][CH:7]=[CH:6][C:5]2=1, predict the reactants needed to synthesize it. The reactants are: [Cl:1][C:2]1[CH:3]=[C:4]2[C:12](=[C:13]([N+:16]([O-])=O)[C:14]=1[F:15])[NH:11][C:10]1[CH:9]=[N:8][CH:7]=[CH:6][C:5]2=1. (3) Given the product [C:48]([C:47]1[CH:46]=[C:45]([NH:44][C:19]([C:17]2[CH:16]=[CH:15][C:13]3[NH:14][C:10]([NH:9][C:3]4[C:4]([Cl:8])=[CH:5][CH:6]=[CH:7][C:2]=4[Cl:1])=[N:11][C:12]=3[CH:18]=2)=[O:21])[CH:52]=[CH:51][CH:50]=1)#[N:49], predict the reactants needed to synthesize it. The reactants are: [Cl:1][C:2]1[CH:7]=[CH:6][CH:5]=[C:4]([Cl:8])[C:3]=1[NH:9][C:10]1[NH:14][C:13]2[CH:15]=[CH:16][C:17]([C:19]([OH:21])=O)=[CH:18][C:12]=2[N:11]=1.CN(C(ON1N=NC2C=CC=CC1=2)=[N+](C)C)C.[B-](F)(F)(F)F.[NH2:44][C:45]1[CH:46]=[C:47]([CH:50]=[CH:51][CH:52]=1)[C:48]#[N:49]. (4) Given the product [CH2:1]([N:8]1[CH:9]2[CH2:10][CH2:11][CH2:12][CH:13]1[CH2:14][O:17][CH2:16]2)[C:2]1[CH:3]=[CH:4][CH:5]=[CH:6][CH:7]=1, predict the reactants needed to synthesize it. The reactants are: [CH2:1]([N:8]1[CH:13]([CH2:14]O)[CH2:12][CH2:11][CH2:10][CH:9]1[CH2:16][OH:17])[C:2]1[CH:7]=[CH:6][CH:5]=[CH:4][CH:3]=1.C(=O)([O-])[O-].[Na+].[Na+].[OH-].[Na+]. (5) Given the product [CH3:1][O:2][C:3]1[CH:4]=[C:5]2[C:10](=[CH:11][CH:12]=1)[CH:9]([NH:13][C:15]1[CH:20]=[C:19]([N:35]3[CH2:40][CH2:39][NH:38][CH2:37][CH2:36]3)[CH:18]=[CH:17][C:16]=1[S:22]([CH3:25])(=[O:24])=[O:23])[CH2:8][CH2:7][CH2:6]2, predict the reactants needed to synthesize it. The reactants are: [CH3:1][O:2][C:3]1[CH:4]=[C:5]2[C:10](=[CH:11][CH:12]=1)[CH:9]([NH2:13])[CH2:8][CH2:7][CH2:6]2.F[C:15]1[CH:20]=[C:19](F)[CH:18]=[CH:17][C:16]=1[S:22]([CH3:25])(=[O:24])=[O:23].C(N(C(C)C)CC)(C)C.[NH:35]1[CH2:40][CH2:39][NH:38][CH2:37][CH2:36]1. (6) The reactants are: [C:1]([C:5]1[CH:10]=[CH:9][CH:8]=[CH:7][C:6]=1[N:11]1[CH2:16][CH2:15][N:14]([C:17]([C:19]2([C:22]([O:24]C)=[O:23])[CH2:21][CH2:20]2)=[O:18])[CH2:13][CH2:12]1)([CH3:4])([CH3:3])[CH3:2].[OH-].[Li+].Cl. Given the product [C:1]([C:5]1[CH:10]=[CH:9][CH:8]=[CH:7][C:6]=1[N:11]1[CH2:12][CH2:13][N:14]([C:17]([C:19]2([C:22]([OH:24])=[O:23])[CH2:21][CH2:20]2)=[O:18])[CH2:15][CH2:16]1)([CH3:4])([CH3:2])[CH3:3], predict the reactants needed to synthesize it.